From a dataset of Forward reaction prediction with 1.9M reactions from USPTO patents (1976-2016). Predict the product of the given reaction. (1) Given the reactants [NH2:1][C:2]1[N:7]=[C:6]([C:8]2[O:9][CH:10]=[CH:11][CH:12]=2)[C:5]([C:13]#[N:14])=[C:4](SC)[N:3]=1.[CH3:17][CH2:18][O-:19].[Na+], predict the reaction product. The product is: [NH2:1][C:2]1[N:3]=[C:4]([O:19][CH2:18][CH3:17])[C:5]([C:13]#[N:14])=[C:6]([C:8]2[O:9][CH:10]=[CH:11][CH:12]=2)[N:7]=1. (2) Given the reactants Cl[C:2]1[CH:7]=[C:6]([N:8]2[CH2:13][CH2:12][CH:11]([CH:14]3[CH2:16][CH2:15]3)[CH2:10][CH2:9]2)[C:5]([F:17])=[CH:4][N:3]=1.C(Cl)(Cl)Cl.C[C:23]([N:25](C)C)=O, predict the reaction product. The product is: [CH:14]1([CH:11]2[CH2:12][CH2:13][N:8]([C:6]3[C:5]([F:17])=[CH:4][N:3]=[C:2]([C:23]#[N:25])[CH:7]=3)[CH2:9][CH2:10]2)[CH2:16][CH2:15]1. (3) Given the reactants [Cl:1][C:2]1[C:11]2[C:6](=[CH:7][CH:8]=[CH:9][CH:10]=2)[N:5]=[CH:4][CH:3]=1.[S:12]1[CH:16]=[CH:15][C:14]2[C:17]([N:21]3[CH2:26][CH2:25][N:24]([CH2:27][CH2:28][CH2:29][OH:30])[CH2:23][CH2:22]3)=[CH:18][CH:19]=[CH:20][C:13]1=2.C(=O)([O-])[O-].[K+].[K+].CN(C)C=O, predict the reaction product. The product is: [ClH:1].[S:12]1[CH:16]=[CH:15][C:14]2[C:17]([N:21]3[CH2:22][CH2:23][N:24]([CH2:27][CH2:28][CH2:29][O:30][C:2]4[C:11]5[C:6](=[CH:7][CH:8]=[CH:9][CH:10]=5)[N:5]=[CH:4][CH:3]=4)[CH2:25][CH2:26]3)=[CH:18][CH:19]=[CH:20][C:13]1=2. (4) Given the reactants [NH2:1][C:2]1[N:3]([CH2:24][CH3:25])[C:4](=[O:23])[C:5]2([C:15]3[C:10](=[CH:11][CH:12]=[C:13](Br)[CH:14]=3)[O:9][CH:8]([C:17]3[CH:22]=[CH:21][CH:20]=[CH:19][CH:18]=3)[CH2:7]2)[N:6]=1.[C:26]([C:28]1[CH:33]=[CH:32][C:31](B(O)O)=[CH:30][CH:29]=1)#[N:27], predict the reaction product. The product is: [NH2:1][C:2]1[N:3]([CH2:24][CH3:25])[C:4](=[O:23])[C:5]2([C:15]3[C:10](=[CH:11][CH:12]=[C:13]([C:30]4[CH:29]=[C:28]([CH:33]=[CH:32][CH:31]=4)[C:26]#[N:27])[CH:14]=3)[O:9][CH:8]([C:17]3[CH:22]=[CH:21][CH:20]=[CH:19][CH:18]=3)[CH2:7]2)[N:6]=1. (5) Given the reactants Br[C:2]1[CH:3]=[N:4][C:5]([N:8]2[CH2:13][CH2:12][O:11][C@H:10]([CH2:14][N:15]3[C:19]4=[N:20][C:21]([C:24]5[CH:25]=[N:26][N:27]([CH3:29])[CH:28]=5)=[CH:22][N:23]=[C:18]4[N:17]=[N:16]3)[CH2:9]2)=[N:6][CH:7]=1.[CH3:30][N:31]1[CH2:36][CH2:35][N:34]([CH2:37][CH2:38][O:39][C:40]2[CH:45]=[CH:44][C:43](B3OC(C)(C)C(C)(C)O3)=[CH:42][CH:41]=2)[CH2:33][CH2:32]1.C([O-])([O-])=O.[Na+].[Na+], predict the reaction product. The product is: [CH3:29][N:27]1[CH:28]=[C:24]([C:21]2[N:20]=[C:19]3[N:15]([CH2:14][C@H:10]4[O:11][CH2:12][CH2:13][N:8]([C:5]5[N:4]=[CH:3][C:2]([C:43]6[CH:44]=[CH:45][C:40]([O:39][CH2:38][CH2:37][N:34]7[CH2:33][CH2:32][N:31]([CH3:30])[CH2:36][CH2:35]7)=[CH:41][CH:42]=6)=[CH:7][N:6]=5)[CH2:9]4)[N:16]=[N:17][C:18]3=[N:23][CH:22]=2)[CH:25]=[N:26]1.